Dataset: Experimentally validated miRNA-target interactions with 360,000+ pairs, plus equal number of negative samples. Task: Binary Classification. Given a miRNA mature sequence and a target amino acid sequence, predict their likelihood of interaction. Result: 1 (interaction). The protein sequence of the target gene is MCSTMSAPTCLAHLPPCFLLLALVLVPSDASGQSSRNDWQVLQPEGPMLVAEGETLLLRCMVVGSCTDGMIKWVKVSTQDQQEIYNFKRGSFPGVMPMIQRTSEPLNCDYSIYIHNVTREHTGTYHCVRFDGLSEHSEMKSDEGTSVLVKGAGDPEPDLWIIQPQELVLGTTGDTVFLNCTVLGDGPPGPIRWFQGAGLSREAIYNFGGISHPKETAVQASNNDFSILLQNVSSEDAGTYYCVKFQRKPNRQYLSGQGTSLKVKAKSTSSKEAEFTSEPATEMSPTGLLVVFAPVVLGLK.... The miRNA is hsa-miR-371b-5p with sequence ACUCAAAAGAUGGCGGCACUUU.